From a dataset of Full USPTO retrosynthesis dataset with 1.9M reactions from patents (1976-2016). Predict the reactants needed to synthesize the given product. (1) Given the product [CH3:24][N:25]1[CH2:30][CH2:29][N:28]([CH2:2][CH2:3][N:4]2[C:9]3[CH:10]=[CH:11][C:12]([N+:14]([O-:16])=[O:15])=[CH:13][C:8]=3[O:7][CH2:6][C:5]2=[O:17])[CH2:27][CH2:26]1, predict the reactants needed to synthesize it. The reactants are: Cl[CH2:2][CH2:3][N:4]1[C:9]2[CH:10]=[CH:11][C:12]([N+:14]([O-:16])=[O:15])=[CH:13][C:8]=2[O:7][CH2:6][C:5]1=[O:17].C(=O)([O-])[O-].[K+].[K+].[CH3:24][N:25]1[CH2:30][CH2:29][NH:28][CH2:27][CH2:26]1.C(=O)([O-])O.[Na+]. (2) Given the product [Br:1][C:2]1[CH:9]=[C:6]2[C:5](=[C:4]([CH3:13])[CH:3]=1)[O:10][CH:28]([C:27]([F:35])([F:36])[F:26])[C:29]([C:30]([O:32][CH2:33][CH3:34])=[O:31])=[CH:7]2, predict the reactants needed to synthesize it. The reactants are: [Br:1][C:2]1[CH:3]=[C:4](OC)[C:5]([OH:10])=[C:6]([CH:9]=1)[CH:7]=O.[C:13]([O-])([O-])=O.[K+].[K+].C(N(CC)CC)C.[F:26][C:27]([F:36])([F:35])/[CH:28]=[CH:29]/[C:30]([O:32][CH2:33][CH3:34])=[O:31].Cl. (3) Given the product [Cl:11][C:12]1[CH:13]=[C:14]([NH:19][C:20]2[N:21]=[C:22]([N:6]3[CH:7]=[CH:8][C:4]([CH:1]4[CH2:3][CH2:2]4)=[N:5]3)[C:23]([C:30]3[CH:31]=[C:32](/[CH:36]=[CH:37]/[C:38]([OH:40])=[O:39])[CH:33]=[CH:34][CH:35]=3)=[CH:24][N:25]=2)[CH:15]=[CH:16][C:17]=1[F:18], predict the reactants needed to synthesize it. The reactants are: [CH:1]1([C:4]2[CH:8]=[CH:7][NH:6][N:5]=2)[CH2:3][CH2:2]1.[H-].[Na+].[Cl:11][C:12]1[CH:13]=[C:14]([NH:19][C:20]2[N:25]=[C:24](S(C)(=O)=O)[C:23]([C:30]3[CH:31]=[C:32](/[CH:36]=[CH:37]/[C:38]([O:40]CC)=[O:39])[CH:33]=[CH:34][CH:35]=3)=[CH:22][N:21]=2)[CH:15]=[CH:16][C:17]=1[F:18].CO. (4) Given the product [CH:35]1([C@@:33]([OH:34])([CH3:38])[CH2:32][NH:31][C:3](=[O:12])[C:4]2[CH:9]=[C:8]([C:23]3[CH:24]=[CH:25][C:20]([C:19]([F:30])([F:29])[F:18])=[CH:21][CH:22]=3)[C:7]([O:13][CH2:14][CH:15]3[CH2:17][CH2:16]3)=[N:6][CH:5]=2)[CH2:37][CH2:36]1, predict the reactants needed to synthesize it. The reactants are: CO[C:3](=[O:12])[C:4]1[CH:9]=[C:8](Br)[C:7](Cl)=[N:6][CH:5]=1.[OH:13][CH2:14][CH:15]1[CH2:17][CH2:16]1.[F:18][C:19]([F:30])([F:29])[C:20]1[CH:25]=[CH:24][C:23](B(O)O)=[CH:22][CH:21]=1.[NH2:31][CH2:32][C@:33]([CH3:38])([CH:35]1[CH2:37][CH2:36]1)[OH:34]. (5) Given the product [Cl:1][C:2]1[CH:7]=[CH:6][C:5]([C:8]2[CH:16]=[CH:15][CH:14]=[C:13]3[C:9]=2[CH2:10][CH:11]([CH2:23][C:24]2[CH:33]=[CH:32][C:27]([C:28]([O:30][CH3:31])=[O:29])=[CH:26][CH:25]=2)[C:12]3=[O:17])=[CH:4][C:3]=1[C:18]([F:19])([F:20])[F:21], predict the reactants needed to synthesize it. The reactants are: [Cl:1][C:2]1[CH:7]=[CH:6][C:5]([C:8]2[CH:16]=[CH:15][CH:14]=[C:13]3[C:9]=2[CH2:10][CH2:11][C:12]3=[O:17])=[CH:4][C:3]=1[C:18]([F:21])([F:20])[F:19].Br[CH2:23][C:24]1[CH:33]=[CH:32][C:27]([C:28]([O:30][CH3:31])=[O:29])=[CH:26][CH:25]=1.C([O-])(=O)C1C=CC=CC=1. (6) Given the product [NH2:4][C:5]1[N:12]=[CH:11][CH:10]=[CH:9][C:6]=1[C:7]([NH:14][OH:15])=[NH:8], predict the reactants needed to synthesize it. The reactants are: C(O)C.[NH2:4][C:5]1[N:12]=[CH:11][CH:10]=[CH:9][C:6]=1[C:7]#[N:8].Cl.[NH2:14][OH:15].C(=O)([O-])[O-].[K+].[K+]. (7) Given the product [F:14][C:2]([F:1])([F:15])[C:3]1[CH:4]=[C:5]([CH2:9][CH2:10][C:11]([NH:34][NH:33][C:31]([C:27]2[CH:26]=[C:25]3[C:30](=[CH:29][CH:28]=2)[NH:22][N:23]=[CH:24]3)=[O:32])=[O:13])[CH:6]=[CH:7][CH:8]=1, predict the reactants needed to synthesize it. The reactants are: [F:1][C:2]([F:15])([F:14])[C:3]1[CH:4]=[C:5]([CH2:9][CH2:10][C:11]([OH:13])=O)[CH:6]=[CH:7][CH:8]=1.C(Cl)(=O)C(Cl)=O.[NH:22]1[C:30]2[C:25](=[CH:26][C:27]([C:31]([NH:33][NH2:34])=[O:32])=[CH:28][CH:29]=2)[CH:24]=[N:23]1.C(=O)([O-])O.[Na+]. (8) Given the product [CH2:1]([O:8][C:9]([N:11]1[CH2:17][CH2:16][C:15](=[O:18])[N:14]([CH2:19][CH2:20][CH2:21][C:22]([N:87]2[CH2:88][CH2:89][C:84]3([CH2:82][CH2:83]3)[C@H:85]([OH:90])[CH2:86]2)=[O:23])[CH2:13][CH2:12]1)=[O:10])[C:2]1[CH:7]=[CH:6][CH:5]=[CH:4][CH:3]=1, predict the reactants needed to synthesize it. The reactants are: [CH2:1]([O:8][C:9]([N:11]1[CH2:17][CH2:16][C:15](=[O:18])[N:14]([CH2:19][CH2:20][CH2:21][CH2:22][OH:23])[CH2:13][CH2:12]1)=[O:10])[C:2]1[CH:7]=[CH:6][CH:5]=[CH:4][CH:3]=1.CC1(C)N([O])C(C)(C)CCC1.C(OI(C1C=CC=CC=1)OC(=O)C)(=O)C.CN(C(ON1N=NC2C=CC=NC1=2)=[N+](C)C)C.F[P-](F)(F)(F)(F)F.C(N(CC)CC)C.Cl.[CH2:82]1[C:84]2([CH2:89][CH2:88][NH:87][CH2:86][C@H:85]2[OH:90])[CH2:83]1.C([O-])(O)=O.[Na+].